This data is from Full USPTO retrosynthesis dataset with 1.9M reactions from patents (1976-2016). The task is: Predict the reactants needed to synthesize the given product. (1) Given the product [N:1]1([CH2:10][CH2:11][CH2:12][C:13]([NH:24][C:23]2[CH:25]=[CH:26][C:20]([C:16]([CH3:19])([CH3:18])[CH3:17])=[CH:21][CH:22]=2)=[O:15])[C:5]2[CH:6]=[CH:7][CH:8]=[CH:9][C:4]=2[N:3]=[CH:2]1, predict the reactants needed to synthesize it. The reactants are: [N:1]1([CH2:10][CH2:11][CH2:12][C:13]([OH:15])=O)[C:5]2[CH:6]=[CH:7][CH:8]=[CH:9][C:4]=2[N:3]=[CH:2]1.[C:16]([C:20]1[CH:26]=[CH:25][C:23]([NH2:24])=[CH:22][CH:21]=1)([CH3:19])([CH3:18])[CH3:17]. (2) Given the product [I:1][C:2]1[CH:3]=[N:4][N:5]([CH2:8][C:9]2([O:16][CH2:17][CH2:18][CH:19]=[O:20])[CH2:15][CH2:14][CH2:13][CH2:12][CH2:11][CH2:10]2)[C:6]=1[CH3:7], predict the reactants needed to synthesize it. The reactants are: [I:1][C:2]1[CH:3]=[N:4][N:5]([CH2:8][C:9]2([O:16][CH2:17][CH2:18][CH2:19][OH:20])[CH2:15][CH2:14][CH2:13][CH2:12][CH2:11][CH2:10]2)[C:6]=1[CH3:7].CC(OI1(OC(C)=O)(OC(C)=O)OC(=O)C2C=CC=CC1=2)=O.[OH-].[Na+]. (3) Given the product [Cl:1][C:2]1[CH:3]=[C:4]([CH:25]=[CH:26][C:27]=1[Cl:28])[O:5][C:6]1[CH:11]=[CH:10][CH:9]=[CH:8][C:7]=1[NH:12][S:13]([C:16]1[CH:17]=[CH:18][C:19]([C:20]([N:37]2[CH2:38][CH2:39][N:34]([CH2:33][CH2:32][N:31]([CH2:40][CH3:41])[CH2:29][CH3:30])[CH2:35][CH2:36]2)=[O:21])=[CH:23][CH:24]=1)(=[O:14])=[O:15], predict the reactants needed to synthesize it. The reactants are: [Cl:1][C:2]1[CH:3]=[C:4]([CH:25]=[CH:26][C:27]=1[Cl:28])[O:5][C:6]1[CH:11]=[CH:10][CH:9]=[CH:8][C:7]=1[NH:12][S:13]([C:16]1[CH:24]=[CH:23][C:19]([C:20](O)=[O:21])=[CH:18][CH:17]=1)(=[O:15])=[O:14].[CH2:29]([N:31]([CH2:40][CH3:41])[CH2:32][CH2:33][N:34]1[CH2:39][CH2:38][NH:37][CH2:36][CH2:35]1)[CH3:30]. (4) Given the product [NH2:9][C:8]1[N:7]=[CH:6][C:5]([CH2:12][P:13](=[O:20])([O:14][CH2:15][CH3:16])[O:17][CH2:18][CH3:19])=[CH:4][C:3]=1[O:2][CH3:1], predict the reactants needed to synthesize it. The reactants are: [CH3:1][O:2][C:3]1[CH:4]=[C:5]([CH2:12][P:13](=[O:20])([O:17][CH2:18][CH3:19])[O:14][CH2:15][CH3:16])[CH:6]=[N:7][C:8]=1[N+:9]([O-])=O. (5) The reactants are: [N:1]12[CH2:8][CH2:7][CH:4]([CH2:5][CH2:6]1)[C@@H:3]([O:9][C:10]([C:12]1([C:19]3[CH:24]=[CH:23][CH:22]=[C:21]([F:25])[CH:20]=3)[CH2:18][CH2:17][CH2:16][CH2:15][CH2:14][CH2:13]1)=[O:11])[CH2:2]2.[Br:26][CH2:27][C:28]([NH:30][C:31]1[CH:36]=[N:35][CH:34]=[CH:33][N:32]=1)=[O:29]. Given the product [Br-:26].[F:25][C:21]1[CH:20]=[C:19]([C:12]2([C:10]([O:9][C@@H:3]3[CH:4]4[CH2:5][CH2:6][N+:1]([CH2:27][C:28](=[O:29])[NH:30][C:31]5[CH:36]=[N:35][CH:34]=[CH:33][N:32]=5)([CH2:8][CH2:7]4)[CH2:2]3)=[O:11])[CH2:18][CH2:17][CH2:16][CH2:15][CH2:14][CH2:13]2)[CH:24]=[CH:23][CH:22]=1, predict the reactants needed to synthesize it. (6) Given the product [Cl:18][C:11]1[C:12]([C:14]([F:17])([F:16])[F:15])=[CH:13][C:8]([O:7][CH2:6][C:5]2[CH:19]=[CH:20][C:2]([C:56]([NH:25][S:22]([CH3:21])(=[O:24])=[O:23])=[O:55])=[CH:3][CH:4]=2)=[N:9][CH:10]=1, predict the reactants needed to synthesize it. The reactants are: Br[C:2]1[CH:20]=[CH:19][C:5]([CH2:6][O:7][C:8]2[CH:13]=[C:12]([C:14]([F:17])([F:16])[F:15])[C:11]([Cl:18])=[CH:10][N:9]=2)=[CH:4][CH:3]=1.[CH3:21][S:22]([NH2:25])(=[O:24])=[O:23].F[B-](F)(F)F.C([PH+](C(C)(C)C)C(C)(C)C)(C)(C)C.N12CCCN=C1CCCCC2.[O:55]1CCOC[CH2:56]1. (7) Given the product [N:1]1[CH:6]=[CH:5][CH:4]=[CH:3][C:2]=1[N:7]1[CH2:8][CH2:9][N:10]([CH2:28][NH:22][C:20](=[O:21])[C:19]2[CH:23]=[CH:24][CH:25]=[C:17]([C:16]([F:26])([F:27])[F:15])[CH:18]=2)[CH2:11][CH2:12]1, predict the reactants needed to synthesize it. The reactants are: [N:1]1[CH:6]=[CH:5][CH:4]=[CH:3][C:2]=1[N:7]1[CH2:12][CH2:11][NH:10][CH2:9][CH2:8]1.C=O.[F:15][C:16]([F:27])([F:26])[C:17]1[CH:18]=[C:19]([CH:23]=[CH:24][CH:25]=1)[C:20]([NH2:22])=[O:21].[C:28](=O)([O-])[O-].[K+].[K+]. (8) Given the product [C:19]([O:18][C:16]([N:1]1[CH2:9][CH2:8][CH:4]([C:5]([OH:7])=[O:6])[CH2:3][CH2:2]1)=[O:15])([CH3:22])([CH3:21])[CH3:20], predict the reactants needed to synthesize it. The reactants are: [NH:1]1[CH2:9][CH2:8][CH:4]([C:5]([OH:7])=[O:6])[CH2:3][CH2:2]1.C([O-])(O)=O.[Na+].[O:15](C(OC(C)(C)C)=O)[C:16]([O:18][C:19]([CH3:22])([CH3:21])[CH3:20])=O.Cl. (9) The reactants are: [C:1]([C:3]1[C:8]([O:9][CH3:10])=[CH:7][CH:6]=[CH:5][C:4]=1[N:11]1[C:19]2[C:14](=[CH:15][CH:16]=[C:17]([N+:20]([O-:22])=[O:21])[CH:18]=2)[C:13]([CH3:23])=[N:12]1)#N.S(=O)(=O)(O)[OH:25].[OH2:29]. Given the product [C:1]([C:3]1[C:8]([O:9][CH3:10])=[CH:7][CH:6]=[CH:5][C:4]=1[N:11]1[C:19]2[C:14](=[CH:15][CH:16]=[C:17]([N+:20]([O-:22])=[O:21])[CH:18]=2)[C:13]([CH3:23])=[N:12]1)([OH:25])=[O:29], predict the reactants needed to synthesize it. (10) Given the product [Cl:25][C:26]1[CH:27]=[CH:28][C:29]([O:18][CH2:17][C@@H:16]2[CH2:15][C@@H:14]3[C@@H:12]([CH2:13]3)[CH2:11][N:10]2[C:8]([C:6]2[C:5]([C:19]3[N:24]=[CH:23][CH:22]=[CH:21][N:20]=3)=[CH:4][CH:3]=[C:2]([CH3:1])[N:7]=2)=[O:9])=[N:30][CH:31]=1, predict the reactants needed to synthesize it. The reactants are: [CH3:1][C:2]1[N:7]=[C:6]([C:8]([N:10]2[C@H:16]([CH2:17][OH:18])[CH2:15][C@@H:14]3[C@@H:12]([CH2:13]3)[CH2:11]2)=[O:9])[C:5]([C:19]2[N:24]=[CH:23][CH:22]=[CH:21][N:20]=2)=[CH:4][CH:3]=1.[Cl:25][C:26]1[CH:27]=[CH:28][C:29](=O)[NH:30][CH:31]=1.P(CCCC)(CCCC)CCCC.CN(C(/N=N/C(N(C)C)=O)=O)C.